This data is from NCI-60 drug combinations with 297,098 pairs across 59 cell lines. The task is: Regression. Given two drug SMILES strings and cell line genomic features, predict the synergy score measuring deviation from expected non-interaction effect. Drug 1: C1=CN(C(=O)N=C1N)C2C(C(C(O2)CO)O)O.Cl. Drug 2: C(=O)(N)NO. Cell line: SK-MEL-2. Synergy scores: CSS=34.9, Synergy_ZIP=2.10, Synergy_Bliss=-0.391, Synergy_Loewe=-24.9, Synergy_HSA=-0.897.